Dataset: Full USPTO retrosynthesis dataset with 1.9M reactions from patents (1976-2016). Task: Predict the reactants needed to synthesize the given product. (1) Given the product [Cl:14][C:15]1[N:16]=[N:17][C:18]([C:11]2[S:10][C:9]([CH2:6][CH2:7][CH3:8])=[N:13][CH:12]=2)=[CH:19][CH:20]=1, predict the reactants needed to synthesize it. The reactants are: [Li+].CCC[CH2-].[CH2:6]([C:9]1[S:10][CH:11]=[CH:12][N:13]=1)[CH2:7][CH3:8].[Cl:14][C:15]1[N:16]=[N:17][C:18](Cl)=[CH:19][CH:20]=1.Cl.C([O-])([O-])=O.[Na+].[Na+]. (2) Given the product [CH3:14][O:15]/[N:16]=[C:17](/[C:19]1[CH:20]=[CH:21][CH:22]=[C:23]([C:25]#[C:26][CH2:27][O:28]/[N:12]=[C:10](/[C:8]2[CH:7]=[CH:6][CH:5]=[C:4]([CH3:3])[N:9]=2)\[CH3:11])[N:24]=1)\[CH3:18], predict the reactants needed to synthesize it. The reactants are: [H-].[Na+].[CH3:3][C:4]1[N:9]=[C:8](/[C:10](=[N:12]/O)/[CH3:11])[CH:7]=[CH:6][CH:5]=1.[CH3:14][O:15]/[N:16]=[C:17](/[C:19]1[N:24]=[C:23]([C:25]#[C:26][CH2:27][O:28]S(C)(=O)=O)[CH:22]=[CH:21][CH:20]=1)\[CH3:18]. (3) Given the product [C:1]([O:5][C:6](=[O:33])[N:7]([CH:9]([CH3:32])[C:10]([NH:12][C:13]1[CH:18]=[CH:17][C:16]([C:39]2[C:35]([CH3:34])=[N:36][O:37][C:38]=2[CH3:43])=[C:15]([C:20]#[C:21][C:22]2[CH:23]=[C:24]3[C:29](=[CH:30][CH:31]=2)[CH:28]=[N:27][CH:26]=[CH:25]3)[N:14]=1)=[O:11])[CH3:8])([CH3:4])([CH3:3])[CH3:2], predict the reactants needed to synthesize it. The reactants are: [C:1]([O:5][C:6](=[O:33])[N:7]([CH:9]([CH3:32])[C:10]([NH:12][C:13]1[CH:18]=[CH:17][C:16](Br)=[C:15]([C:20]#[C:21][C:22]2[CH:23]=[C:24]3[C:29](=[CH:30][CH:31]=2)[CH:28]=[N:27][CH:26]=[CH:25]3)[N:14]=1)=[O:11])[CH3:8])([CH3:4])([CH3:3])[CH3:2].[CH3:34][C:35]1[C:39](B(O)O)=[C:38]([CH3:43])[O:37][N:36]=1.[F-].[Cs+].F[B-](F)(F)F.C([PH+](C(C)(C)C)C(C)(C)C)(C)(C)C. (4) Given the product [CH2:1]([O:3][C:4]([C@@:6]1([NH2:11])[CH2:8][C@H:7]1[CH:9]=[CH2:10])=[O:5])[CH3:2], predict the reactants needed to synthesize it. The reactants are: [CH2:1]([O:3][C:4]([C@@:6]1([NH:11]C(OC(C)(C)C)=O)[CH2:8][C@H:7]1[CH:9]=[CH2:10])=[O:5])[CH3:2].S(=O)(=O)(O)O.CN(C=O)C. (5) Given the product [C:8]([C:6]1[CH:5]=[CH:4][C:3]([C:14]2[C:18]([C:19]3[CH:24]=[CH:23][N:22]=[CH:21][CH:20]=3)=[CH:17][N:16]([CH3:25])[N:15]=2)=[C:2]([F:1])[CH:7]=1)#[CH:9], predict the reactants needed to synthesize it. The reactants are: [F:1][C:2]1[CH:7]=[C:6]([C:8]#[C:9][Si](C)(C)C)[CH:5]=[CH:4][C:3]=1[C:14]1[C:18]([C:19]2[CH:24]=[CH:23][N:22]=[CH:21][CH:20]=2)=[CH:17][N:16]([CH3:25])[N:15]=1.O. (6) Given the product [Br:1][C:2]1[CH:7]=[CH:6][N:5]=[C:4]([CH2:8][C:14]([C:13]2[CH:19]=[CH:20][C:10]([F:9])=[CH:11][CH:12]=2)=[O:15])[CH:3]=1, predict the reactants needed to synthesize it. The reactants are: [Br:1][C:2]1[CH:7]=[CH:6][N:5]=[C:4]([CH3:8])[CH:3]=1.[F:9][C:10]1[CH:20]=[CH:19][C:13]([C:14](OCC)=[O:15])=[CH:12][CH:11]=1.C[Si](C)(C)N[Si](C)(C)C.[Li]. (7) The reactants are: [CH:1]1[C:6]2[CH2:7][CH2:8][CH2:9][CH2:10][C:11](=[O:12])[C:5]=2[CH:4]=[CH:3][CH:2]=1.[C:13](=O)([O:16]C)[O:14][CH3:15].[H-].[Na+].Cl. Given the product [O:12]=[C:11]1[CH:10]([C:13]([O:14][CH3:15])=[O:16])[CH2:9][CH2:8][CH2:7][C:6]2[CH:1]=[CH:2][CH:3]=[CH:4][C:5]1=2, predict the reactants needed to synthesize it.